This data is from Forward reaction prediction with 1.9M reactions from USPTO patents (1976-2016). The task is: Predict the product of the given reaction. (1) Given the reactants Cl[CH2:2][C:3]1[N:8]=[C:7]([C:9]([NH:11][C:12]2[CH:20]=[C:19]([C:21]3[CH:26]=[CH:25][N:24]=[C:23]4[NH:27][CH:28]=[CH:29][C:22]=34)[CH:18]=[C:17]3[C:13]=2[CH:14]=[N:15][N:16]3S(C2C=CC=CC=2)(=O)=O)=[O:10])[CH:6]=[CH:5][CH:4]=1.[NH:39]1[CH2:44][CH2:43][O:42][CH2:41][CH2:40]1.CCN(C(C)C)C(C)C.[I-].[Na+].C[Si](C)(C)[O-].[K+], predict the reaction product. The product is: [CH:9]([OH:10])=[O:42].[N:39]1([CH2:2][C:3]2[N:8]=[C:7]([C:9]([NH:11][C:12]3[CH:20]=[C:19]([C:21]4[CH:26]=[CH:25][N:24]=[C:23]5[NH:27][CH:28]=[CH:29][C:22]=45)[CH:18]=[C:17]4[C:13]=3[CH:14]=[N:15][NH:16]4)=[O:10])[CH:6]=[CH:5][CH:4]=2)[CH2:44][CH2:43][O:42][CH2:41][CH2:40]1. (2) The product is: [Br:1][C:2]1[CH:3]=[C:4]([CH2:8][CH2:9][C:10](=[O:11])[CH3:16])[CH:5]=[CH:6][CH:7]=1. Given the reactants [Br:1][C:2]1[CH:3]=[C:4]([CH2:8][CH2:9][C:10](N(OC)C)=[O:11])[CH:5]=[CH:6][CH:7]=1.[CH3:16][Mg]Br, predict the reaction product. (3) Given the reactants CON(C)[C:4]([C:6]1[CH:7]=[CH:8][C:9]2[N:13]=[C:12]([C:14]3[CH:19]=[CH:18][C:17]([O:20][CH2:21][CH2:22][CH2:23][CH2:24][O:25][CH2:26][C:27]#[CH:28])=[CH:16][CH:15]=3)[NH:11][C:10]=2[CH:29]=1)=[O:5].[H-].[Al+3].[Li+].[H-].[H-].[H-], predict the reaction product. The product is: [CH2:26]([O:25][CH2:24][CH2:23][CH2:22][CH2:21][O:20][C:17]1[CH:16]=[CH:15][C:14]([C:12]2[NH:11][C:10]3[CH:29]=[C:6]([CH:4]=[O:5])[CH:7]=[CH:8][C:9]=3[N:13]=2)=[CH:19][CH:18]=1)[C:27]#[CH:28]. (4) The product is: [CH2:1]([O:6][C:7]1[CH:12]=[C:11]([O:13][CH:14]([CH3:19])[C:15]([CH3:17])=[CH2:16])[N:10]=[CH:9][N:8]=1)[C:2]#[C:3][CH2:4][CH3:5]. Given the reactants [CH2:1]([O:6][C:7]1[CH:12]=[C:11]([O:13][CH:14]([CH3:19])[C:15](O)([CH3:17])[CH3:16])[N:10]=[CH:9][N:8]=1)[C:2]#[C:3][CH2:4][CH3:5].N1C=CC=CC=1.S(Cl)(Cl)=O.O, predict the reaction product. (5) The product is: [F:1][C:2]1[C:3]([NH:22][CH:23]2[CH2:28][CH2:27][CH2:26][NH:25][CH2:24]2)=[N:4][C:5]([NH:8][C:9]2[CH:10]=[N:11][C:12]([N:15]3[CH2:20][CH2:19][N:18]([CH3:21])[CH2:17][CH2:16]3)=[CH:13][CH:14]=2)=[N:6][CH:7]=1. Given the reactants [F:1][C:2]1[C:3]([NH:22][CH:23]2[CH2:28][CH2:27][CH2:26][N:25](C(OC(C)(C)C)=O)[CH2:24]2)=[N:4][C:5]([NH:8][C:9]2[CH:10]=[N:11][C:12]([N:15]3[CH2:20][CH2:19][N:18]([CH3:21])[CH2:17][CH2:16]3)=[CH:13][CH:14]=2)=[N:6][CH:7]=1, predict the reaction product. (6) Given the reactants [O:1]=[S:2]1(=[O:35])[C:8]2[CH:9]=[C:10]([O:14][CH2:15][C:16]([O:18]CC)=[O:17])[C:11]([Br:13])=[CH:12][C:7]=2[N:6]([C:21]2[CH:26]=[CH:25][CH:24]=[CH:23][CH:22]=2)[CH2:5][C:4]([CH2:31][CH2:32][CH2:33][CH3:34])([CH2:27][CH2:28][CH2:29][CH3:30])[CH2:3]1.[OH-].[Na+].C(O)(=O)C, predict the reaction product. The product is: [O:35]=[S:2]1(=[O:1])[C:8]2[CH:9]=[C:10]([O:14][CH2:15][C:16]([OH:18])=[O:17])[C:11]([Br:13])=[CH:12][C:7]=2[N:6]([C:21]2[CH:26]=[CH:25][CH:24]=[CH:23][CH:22]=2)[CH2:5][C:4]([CH2:31][CH2:32][CH2:33][CH3:34])([CH2:27][CH2:28][CH2:29][CH3:30])[CH2:3]1.